From a dataset of Catalyst prediction with 721,799 reactions and 888 catalyst types from USPTO. Predict which catalyst facilitates the given reaction. (1) Reactant: [F:1][C:2]1[CH:7]=[C:6]([CH3:8])[CH:5]=[CH:4][C:3]=1[OH:9].N1C=CN=C1.[CH3:15][CH:16]([Si:18](Cl)([CH:22]([CH3:24])[CH3:23])[CH:19]([CH3:21])[CH3:20])[CH3:17].O. Product: [F:1][C:2]1[CH:7]=[C:6]([CH3:8])[CH:5]=[CH:4][C:3]=1[O:9][Si:18]([CH:22]([CH3:24])[CH3:23])([CH:19]([CH3:21])[CH3:20])[CH:16]([CH3:17])[CH3:15]. The catalyst class is: 3. (2) Reactant: Cl[C:2]1[CH:7]=[CH:6][C:5]([N+:8]([O-:10])=[O:9])=[CH:4][C:3]=1[N+:11]([O-])=O.CN(C)[CH:16]=[S:17].C(O)C. Product: [N+:8]([C:5]1[CH:6]=[CH:7][C:2]2[S:17][CH:16]=[N:11][C:3]=2[CH:4]=1)([O-:10])=[O:9]. The catalyst class is: 113. (3) Reactant: [NH2:1][CH2:2][CH2:3][CH2:4][N:5]1[C:13]([S:14][C:15]2[C:23]([N:24]([CH3:26])[CH3:25])=[CH:22][C:18]3[O:19][CH2:20][O:21][C:17]=3[CH:16]=2)=[N:12][C:11]2[C:6]1=[N:7][CH:8]=[N:9][C:10]=2[NH2:27].C(N(CC)CC)C.[CH:35]1([C:38](Cl)=[O:39])[CH2:37][CH2:36]1. Product: [NH2:27][C:10]1[N:9]=[CH:8][N:7]=[C:6]2[C:11]=1[N:12]=[C:13]([S:14][C:15]1[C:23]([N:24]([CH3:26])[CH3:25])=[CH:22][C:18]3[O:19][CH2:20][O:21][C:17]=3[CH:16]=1)[N:5]2[CH2:4][CH2:3][CH2:2][NH:1][C:38]([CH:35]1[CH2:37][CH2:36]1)=[O:39]. The catalyst class is: 2.